From a dataset of Full USPTO retrosynthesis dataset with 1.9M reactions from patents (1976-2016). Predict the reactants needed to synthesize the given product. (1) Given the product [C:28]([C:25]1[CH:24]=[CH:23][C:22]([C:19]2[CH:18]=[CH:17][C:16]([CH2:3][CH:4]3[O:10][CH2:8]3)=[CH:21][CH:20]=2)=[CH:27][CH:26]=1)#[N:29], predict the reactants needed to synthesize it. The reactants are: ClC1C=CC=[C:4]([C:8]([O:10]O)=O)[CH:3]=1.C(O[C:16]1[CH:21]=[CH:20][C:19]([C:22]2[CH:27]=[CH:26][C:25]([C:28]#[N:29])=[CH:24][CH:23]=2)=[CH:18][CH:17]=1)C=C. (2) The reactants are: [F:1][C:2]([C:19]1[CH:20]=[C:21]([NH:25][C:26]([NH2:28])=[O:27])[CH:22]=[CH:23][CH:24]=1)([F:18])[CH2:3][O:4][C:5]1[CH:10]=[CH:9][CH:8]=[C:7]([CH2:11][C:12]2([CH3:17])OCC[O:13]2)[CH:6]=1.C(OCC)(=O)C. Given the product [F:1][C:2]([C:19]1[CH:20]=[C:21]([NH:25][C:26]([NH2:28])=[O:27])[CH:22]=[CH:23][CH:24]=1)([F:18])[CH2:3][O:4][C:5]1[CH:10]=[CH:9][CH:8]=[C:7]([CH2:11][C:12](=[O:13])[CH3:17])[CH:6]=1, predict the reactants needed to synthesize it. (3) Given the product [Cl:25][C:18]1[N:19]=[CH:20][C:21]2[NH:22][C:4](=[O:3])[C:5]([F:27])([F:26])[CH2:6][N:7]([CH2:8][CH2:9][C:10]3[CH:15]=[CH:14][CH:13]=[CH:12][CH:11]=3)[C:16]=2[N:17]=1, predict the reactants needed to synthesize it. The reactants are: C([O:3][C:4](=O)[C:5]([F:27])([F:26])[CH2:6][N:7]([C:16]1[C:21]([N+:22]([O-])=O)=[CH:20][N:19]=[C:18]([Cl:25])[N:17]=1)[CH2:8][CH2:9][C:10]1[CH:15]=[CH:14][CH:13]=[CH:12][CH:11]=1)C. (4) Given the product [Br:31][CH2:15][C:11]1[CH:10]=[C:9]([NH:8][C:5]2[N:4]=[C:3]([NH:17][CH2:18][C:19]3[CH:20]=[C:21]([OH:25])[CH:22]=[CH:23][CH:24]=3)[C:2]([Cl:1])=[CH:7][N:6]=2)[CH:14]=[CH:13][CH:12]=1, predict the reactants needed to synthesize it. The reactants are: [Cl:1][C:2]1[C:3]([NH:17][CH2:18][C:19]2[CH:24]=[CH:23][CH:22]=[C:21]([O:25]C)[CH:20]=2)=[N:4][C:5]([NH:8][C:9]2[CH:10]=[C:11]([CH2:15]O)[CH:12]=[CH:13][CH:14]=2)=[N:6][CH:7]=1.C(Cl)Cl.B(Br)(Br)[Br:31].O. (5) The reactants are: C([O:3][C:4](=[O:34])[CH2:5][S:6][C:7]1[S:11][C:10]([NH:12][C:13]([N:15]([C:22]2[CH:30]=[C:29]3[C:25]([CH2:26][CH2:27][N:28]3[C:31](=[O:33])[CH3:32])=[CH:24][CH:23]=2)[CH2:16][CH:17]2[CH2:21][CH2:20][CH2:19]C2)=[O:14])=[N:9][CH:8]=1)C.[CH:35]1(CN(C2C=CC(S(C)(=O)=O)=CC=2)C(=O)NC2SC=C(CC(O)=O)N=2)CCCC1.C1(CNC2C=C3C(CCN3C(=O)C)=CC=2)CCCC1.C(OC(=O)CSC1SC(N)=NC=1)C. Given the product [C:31]([N:28]1[C:29]2[C:25](=[CH:24][CH:23]=[C:22]([N:15]([CH:16]3[CH2:19][CH2:20][CH2:21][CH2:17]3)[C:13](=[O:14])[N:12]([CH3:35])[C:10]3[S:11][C:7]([S:6][CH2:5][C:4]([OH:3])=[O:34])=[CH:8][N:9]=3)[CH:30]=2)[CH2:26][CH2:27]1)(=[O:33])[CH3:32], predict the reactants needed to synthesize it. (6) Given the product [CH3:1][O:2][C:3]([C:5]1[S:14][C:8]2[N:9]=[CH:10][N:11]=[C:12]([NH:16][C:17]3[CH:36]=[CH:35][C:34]([C:37]([F:40])([F:39])[F:38])=[CH:33][C:18]=3[O:19][C@H:20]3[CH2:25][CH2:24][CH2:23][N:22]([C:26]([O:28][C:29]([CH3:32])([CH3:31])[CH3:30])=[O:27])[CH2:21]3)[C:7]=2[C:6]=1[CH3:15])=[O:4], predict the reactants needed to synthesize it. The reactants are: [CH3:1][O:2][C:3]([C:5]1[S:14][C:8]2[N:9]=[CH:10][N:11]=[C:12](Cl)[C:7]=2[C:6]=1[CH3:15])=[O:4].[NH2:16][C:17]1[CH:36]=[CH:35][C:34]([C:37]([F:40])([F:39])[F:38])=[CH:33][C:18]=1[O:19][C@H:20]1[CH2:25][CH2:24][CH2:23][N:22]([C:26]([O:28][C:29]([CH3:32])([CH3:31])[CH3:30])=[O:27])[CH2:21]1.C1(C)C=CC(S(O)(=O)=O)=CC=1. (7) Given the product [F:55][C:52]([F:53])([F:54])[CH2:51][N:48]1[CH2:47][CH2:46][CH:45]([CH2:44][CH2:43][O:42][CH2:41][C:40]2[CH:56]=[CH:57][CH:58]=[CH:59][C:39]=2[C:9]2[CH:10]=[C:11]3[C:16](=[C:17]([O:19][CH2:20][O:21][CH2:22][CH2:23][Si:24]([CH3:25])([CH3:26])[CH3:27])[CH:18]=2)[N:15]=[CH:14][N:13]([CH2:28][O:29][CH2:30][CH2:31][Si:32]([CH3:34])([CH3:35])[CH3:33])[C:12]3=[O:36])[CH2:50][CH2:49]1, predict the reactants needed to synthesize it. The reactants are: CC1(C)C(C)(C)OB([C:9]2[CH:10]=[C:11]3[C:16](=[C:17]([O:19][CH2:20][O:21][CH2:22][CH2:23][Si:24]([CH3:27])([CH3:26])[CH3:25])[CH:18]=2)[N:15]=[CH:14][N:13]([CH2:28][O:29][CH2:30][CH2:31][Si:32]([CH3:35])([CH3:34])[CH3:33])[C:12]3=[O:36])O1.Br[C:39]1[CH:59]=[CH:58][CH:57]=[CH:56][C:40]=1[CH2:41][O:42][CH2:43][CH2:44][CH:45]1[CH2:50][CH2:49][N:48]([CH2:51][C:52]([F:55])([F:54])[F:53])[CH2:47][CH2:46]1.C(=O)([O-])[O-].[K+].[K+].C(OCC)(=O)C.CCCCCCC.